This data is from Reaction yield outcomes from USPTO patents with 853,638 reactions. The task is: Predict the reaction yield, written as a fraction of the theoretical maximum amount of product (1.0 means a 100% yield; for example, 0.34 means a 34% yield). The yield is 0.750. The catalyst is C1COCC1.CO.O. The reactants are C([O:3][C:4]([C:6]12[CH2:24][CH:23]1[CH:22]=[CH:21][CH2:20][CH2:19][CH2:18][CH2:17][CH2:16][N:15]([CH2:25][C:26]1[CH:31]=[CH:30][C:29]([O:32][CH3:33])=[CH:28][CH:27]=1)[C:14](=[O:34])[N:13]1[CH:9]([CH2:10][CH:11]([O:35][Si:36]([C:39]([CH3:42])([CH3:41])[CH3:40])([CH3:38])[CH3:37])[CH2:12]1)[C:8](=[O:43])[NH:7]2)=[O:5])C.[Li+].[OH-]. The product is [C:39]([Si:36]([CH3:38])([CH3:37])[O:35][CH:11]1[CH2:10][CH:9]2[N:13]([C:14](=[O:34])[N:15]([CH2:25][C:26]3[CH:31]=[CH:30][C:29]([O:32][CH3:33])=[CH:28][CH:27]=3)[CH2:16][CH2:17][CH2:18][CH2:19][CH2:20][CH:21]=[CH:22][CH:23]3[C:6]([C:4]([OH:5])=[O:3])([NH:7][C:8]2=[O:43])[CH2:24]3)[CH2:12]1)([CH3:42])([CH3:41])[CH3:40].